Dataset: Reaction yield outcomes from USPTO patents with 853,638 reactions. Task: Predict the reaction yield, written as a fraction of the theoretical maximum amount of product (1.0 means a 100% yield; for example, 0.34 means a 34% yield). (1) The reactants are [CH3:1][C:2]1[NH:3][C:4]2[C:9]([C:10]=1C(OC)=O)=[CH:8][CH:7]=[CH:6][CH:5]=2.[C:15](=[O:18])([O-])[O-:16].[Cs+].[Cs+].Br[CH:22]([CH2:24][CH3:25])[CH3:23].[CH3:26]N(C)C=O. No catalyst specified. The product is [CH:22]([N:3]1[C:4]2[C:9](=[CH:8][CH:7]=[CH:6][CH:5]=2)[CH2:10][C:2]1([CH3:1])[C:15]([O:16][CH3:26])=[O:18])([CH2:24][CH3:25])[CH3:23]. The yield is 0.220. (2) The reactants are C(O[C:4]([C:6]1[C:7]([C:17]2[S:18][C:19]([I:23])=[C:20]([CH3:22])[CH:21]=2)=[CH:8][S:9][C:10]=1[NH:11][C:12](=[O:16])[CH2:13][C:14]#[N:15])=[O:5])C.[H-].[Na+]. The catalyst is C1COCC1.CN(C=O)C. The product is [OH:5][C:4]1[C:6]2[C:7]([C:17]3[S:18][C:19]([I:23])=[C:20]([CH3:22])[CH:21]=3)=[CH:8][S:9][C:10]=2[NH:11][C:12](=[O:16])[C:13]=1[C:14]#[N:15]. The yield is 0.580. (3) The reactants are [OH:1][CH2:2][CH2:3][CH2:4][O:5][C:6]1[CH:36]=[CH:35][C:9]2[CH2:10][N:11]([C:17]3[CH:26]=[C:25]([NH:27]C(=O)OC(C)(C)C)[C:24]4[C:19](=[CH:20][CH:21]=[CH:22][CH:23]=4)[N:18]=3)[CH2:12][CH2:13][S:14](=[O:16])(=[O:15])[C:8]=2[CH:7]=1.FC(F)(F)C(O)=O. The catalyst is ClCCl.O. The product is [NH2:27][C:25]1[C:24]2[C:19](=[CH:20][CH:21]=[CH:22][CH:23]=2)[N:18]=[C:17]([N:11]2[CH2:10][C:9]3[CH:35]=[CH:36][C:6]([O:5][CH2:4][CH2:3][CH2:2][OH:1])=[CH:7][C:8]=3[S:14](=[O:15])(=[O:16])[CH2:13][CH2:12]2)[CH:26]=1. The yield is 0.0490. (4) The reactants are [Cl:1][C:2]1[C:3]([O:12][C:13]2[CH:20]=[C:19]([O:21][CH2:22][CH2:23][O:24][CH3:25])[CH:18]=[CH:17][C:14]=2[CH:15]=[O:16])=[N:4][CH:5]=[C:6]([C:8]([F:11])([F:10])[F:9])[CH:7]=1.[BH4-].[Na+].Cl. The catalyst is O1CCCC1.CO.C(OCC)(=O)C. The product is [Cl:1][C:2]1[C:3]([O:12][C:13]2[CH:20]=[C:19]([O:21][CH2:22][CH2:23][O:24][CH3:25])[CH:18]=[CH:17][C:14]=2[CH2:15][OH:16])=[N:4][CH:5]=[C:6]([C:8]([F:10])([F:9])[F:11])[CH:7]=1. The yield is 0.190.